The task is: Predict the reactants needed to synthesize the given product.. This data is from Full USPTO retrosynthesis dataset with 1.9M reactions from patents (1976-2016). (1) The reactants are: [C:1]([NH:4][C:5]1[CH:6]=[C:7]2[C:11](=[CH:12][C:13]=1[C:14]#[N:15])[CH:10]([NH:16][C:17]1[CH:29]=[CH:28][C:20]([C:21]([O:23][C:24]([CH3:27])([CH3:26])[CH3:25])=[O:22])=[C:19]([F:30])[CH:18]=1)[CH2:9][CH2:8]2)(=O)[CH3:2].C([OH:33])C.OO.[OH-].[Na+]. Given the product [CH3:2][C:1]1[NH:15][C:14](=[O:33])[C:13]2[C:5](=[CH:6][C:7]3[CH2:8][CH2:9][CH:10]([NH:16][C:17]4[CH:29]=[CH:28][C:20]([C:21]([O:23][C:24]([CH3:25])([CH3:26])[CH3:27])=[O:22])=[C:19]([F:30])[CH:18]=4)[C:11]=3[CH:12]=2)[N:4]=1, predict the reactants needed to synthesize it. (2) The reactants are: C(N(CC)CC)C.[Cl:8][C:9]1[C:14]([C:15]2[CH:20]=[CH:19][CH:18]=[CH:17][CH:16]=2)=[N:13][N:12]=[C:11]2[N:21]([CH2:30][C:31]([OH:33])=[O:32])[N:22]=[C:23]([C:24]3[CH:29]=[CH:28][CH:27]=[CH:26][CH:25]=3)[C:10]=12.[CH2:34](OC(Cl)=O)[CH:35]([CH3:37])[CH3:36].[BH4-].[Na+]. Given the product [Cl:8][C:9]1[C:14]([C:15]2[CH:16]=[CH:17][CH:18]=[CH:19][CH:20]=2)=[N:13][N:12]=[C:11]2[N:21]([CH2:30][C:31]([O:33][CH2:34][CH:35]([CH3:37])[CH3:36])=[O:32])[N:22]=[C:23]([C:24]3[CH:25]=[CH:26][CH:27]=[CH:28][CH:29]=3)[C:10]=12, predict the reactants needed to synthesize it. (3) Given the product [Cl:1][C:2]1[N:6]2[CH:7]=[C:8]([C:19]3[CH:24]=[CH:23][CH:22]=[CH:21][CH:20]=3)[C:9]([C:11]3[CH:18]=[CH:17][C:14]([CH2:15][N:26]4[CH2:27][CH:28]([C:30]5[N:31]=[C:32]([C:35]6[CH:40]=[CH:39][CH:38]=[CH:37][N:36]=6)[NH:33][N:34]=5)[CH2:29]4)=[CH:13][CH:12]=3)=[N:10][C:5]2=[N:4][CH:3]=1, predict the reactants needed to synthesize it. The reactants are: [Cl:1][C:2]1[N:6]2[CH:7]=[C:8]([C:19]3[CH:24]=[CH:23][CH:22]=[CH:21][CH:20]=3)[C:9]([C:11]3[CH:18]=[CH:17][C:14]([CH:15]=O)=[CH:13][CH:12]=3)=[N:10][C:5]2=[N:4][CH:3]=1.Cl.[NH:26]1[CH2:29][CH:28]([C:30]2[NH:34][N:33]=[C:32]([C:35]3[CH:40]=[CH:39][CH:38]=[CH:37][N:36]=3)[N:31]=2)[CH2:27]1.